This data is from NCI-60 drug combinations with 297,098 pairs across 59 cell lines. The task is: Regression. Given two drug SMILES strings and cell line genomic features, predict the synergy score measuring deviation from expected non-interaction effect. Drug 1: C1=CC(=C2C(=C1NCCNCCO)C(=O)C3=C(C=CC(=C3C2=O)O)O)NCCNCCO. Drug 2: C(=O)(N)NO. Cell line: U251. Synergy scores: CSS=50.4, Synergy_ZIP=2.33, Synergy_Bliss=0.971, Synergy_Loewe=1.24, Synergy_HSA=3.12.